Predict the reaction yield, written as a fraction of the theoretical maximum amount of product (1.0 means a 100% yield; for example, 0.34 means a 34% yield). From a dataset of Reaction yield outcomes from USPTO patents with 853,638 reactions. The reactants are ClC1C=C(C=CC=1)C(OO)=[O:6].[CH3:12][C:13]1[CH:14]=[C:15]([NH:20][C:21]([C:23]2[C:24]([S:29][CH2:30][C:31]3[C:40]4[C:35](=[CH:36][CH:37]=[CH:38][CH:39]=4)[N:34]=[CH:33][CH:32]=3)=[N:25][CH:26]=[CH:27][CH:28]=2)=[O:22])[CH:16]=[C:17]([CH3:19])[CH:18]=1. The catalyst is ClCCl. The product is [CH3:12][C:13]1[CH:14]=[C:15]([NH:20][C:21]([C:23]2[C:24]([S:29]([CH2:30][C:31]3[C:40]4[C:35](=[CH:36][CH:37]=[CH:38][CH:39]=4)[N:34]=[CH:33][CH:32]=3)=[O:6])=[N:25][CH:26]=[CH:27][CH:28]=2)=[O:22])[CH:16]=[C:17]([CH3:19])[CH:18]=1. The yield is 0.700.